This data is from Forward reaction prediction with 1.9M reactions from USPTO patents (1976-2016). The task is: Predict the product of the given reaction. (1) The product is: [C:16]([C:17]1[CH:24]=[CH:23][C:20]([CH2:21][NH:22][C:10](=[O:12])[CH:9]([C:3]2[C:4]([OH:8])=[CH:5][CH:6]=[CH:7][C:2]=2[F:1])[O:13][CH3:14])=[CH:19][CH:18]=1)#[N:15]. Given the reactants [F:1][C:2]1[CH:7]=[CH:6][CH:5]=[C:4]([OH:8])[C:3]=1[CH:9]([O:13][CH3:14])[C:10]([OH:12])=O.[NH2:15][CH2:16][C:17]1[CH:24]=[CH:23][C:20]([C:21]#[N:22])=[CH:19][CH:18]=1, predict the reaction product. (2) Given the reactants [S:1]1[C:5]2[CH2:6][CH2:7][NH:8][CH2:9][CH:10]([OH:11])[C:4]=2[CH:3]=[CH:2]1.[Cl:12][C:13]1[CH:14]=[C:15](F)[CH:16]=[CH:17][C:18]=1[Cl:19], predict the reaction product. The product is: [ClH:12].[Cl:12][C:13]1[CH:14]=[C:15]([O:11][CH:10]2[CH2:9][NH:8][CH2:7][CH2:6][C:5]3[S:1][CH:2]=[CH:3][C:4]2=3)[CH:16]=[CH:17][C:18]=1[Cl:19]. (3) Given the reactants [N:1]1[NH:2]N=N[C:5]=1[C:6]1[N:11]=[C:10]([C:12]2[CH:17]=[CH:16][CH:15]=[C:14]([C:18]3[CH:23]=[CH:22][CH:21]=[CH:20][N:19]=3)[N:13]=2)[CH:9]=[CH:8][CH:7]=1.[C:24](Cl)(=[O:34])[C:25]1[CH:33]=[CH:32][CH:31]=[C:27]([C:28](Cl)=[O:29])[CH:26]=1.O, predict the reaction product. The product is: [N:11]1[C:6]([C:5]2[O:34][C:24]([C:25]3[CH:33]=[CH:32][CH:31]=[C:27]([C:28]4[O:29][C:5]([C:6]5[N:11]=[C:10]([C:12]6[CH:17]=[CH:16][CH:15]=[C:14]([C:18]7[CH:23]=[CH:22][CH:21]=[CH:20][N:19]=7)[N:13]=6)[CH:9]=[CH:8][CH:7]=5)=[N:1][N:2]=4)[CH:26]=3)=[N:2][N:1]=2)=[CH:7][CH:8]=[CH:9][C:10]=1[C:12]1[CH:17]=[CH:16][CH:15]=[C:14]([C:18]2[CH:23]=[CH:22][CH:21]=[CH:20][N:19]=2)[N:13]=1.